This data is from Peptide-MHC class I binding affinity with 185,985 pairs from IEDB/IMGT. The task is: Regression. Given a peptide amino acid sequence and an MHC pseudo amino acid sequence, predict their binding affinity value. This is MHC class I binding data. (1) The peptide sequence is LAIEATLAF. The MHC is HLA-C15:02 with pseudo-sequence HLA-C15:02. The binding affinity (normalized) is 0.0847. (2) The peptide sequence is EVIPMFSAL. The MHC is HLA-B27:05 with pseudo-sequence HLA-B27:05. The binding affinity (normalized) is 0.0847. (3) The peptide sequence is ILLITAIFAV. The MHC is HLA-A68:02 with pseudo-sequence HLA-A68:02. The binding affinity (normalized) is 0.133. (4) The peptide sequence is MLEGETKLYK. The MHC is HLA-A31:01 with pseudo-sequence HLA-A31:01. The binding affinity (normalized) is 0. (5) The peptide sequence is DEMVCKWLL. The MHC is HLA-B57:01 with pseudo-sequence HLA-B57:01. The binding affinity (normalized) is 0.0847.